This data is from Full USPTO retrosynthesis dataset with 1.9M reactions from patents (1976-2016). The task is: Predict the reactants needed to synthesize the given product. (1) The reactants are: [CH3:1][N:2]1[CH2:7][CH2:6][NH:5][CH2:4][CH2:3]1.[CH3:8][O:9][CH2:10][CH2:11][N:12]([C:14]1[CH:15]=[C:16]([CH:38]=[CH:39][CH:40]=1)[C:17]([NH:19][C:20]1[CH:21]=[CH:22][C:23]([CH3:37])=[C:24]([NH:26][C:27](=[O:36])[C:28]2[CH:33]=[CH:32][CH:31]=[C:30]([CH2:34]Cl)[CH:29]=2)[CH:25]=1)=[O:18])[CH3:13]. Given the product [CH3:8][O:9][CH2:10][CH2:11][N:12]([C:14]1[CH:15]=[C:16]([CH:38]=[CH:39][CH:40]=1)[C:17]([NH:19][C:20]1[CH:21]=[CH:22][C:23]([CH3:37])=[C:24]([NH:26][C:27](=[O:36])[C:28]2[CH:33]=[CH:32][CH:31]=[C:30]([CH2:34][N:5]3[CH2:6][CH2:7][N:2]([CH3:1])[CH2:3][CH2:4]3)[CH:29]=2)[CH:25]=1)=[O:18])[CH3:13], predict the reactants needed to synthesize it. (2) Given the product [F:31][C:28]1[CH:27]=[CH:26][C:25]([CH2:24][C:21]2[CH:22]=[C:23]3[C:18]([C:17]([OH:32])=[C:16]([C:33]([NH:39][CH2:40][CH2:41][CH2:42][N:43]4[CH2:47][CH2:46][CH2:45][C:44]4=[O:48])=[O:34])[C:15](=[O:38])[N:14]3[CH2:13][CH2:12][NH:3][C:2]([C:10]3[C:5]([C:4]([NH:39][CH2:40][CH2:41][CH2:42][N:43]4[CH2:47][CH2:46][CH2:45][C:44]4=[O:48])=[O:11])=[CH:6][CH:7]=[CH:8][CH:9]=3)=[O:1])=[N:19][CH:20]=2)=[CH:30][CH:29]=1, predict the reactants needed to synthesize it. The reactants are: [O:1]=[C:2]1[C:10]2[C:5](=[CH:6][CH:7]=[CH:8][CH:9]=2)[C:4](=[O:11])[N:3]1[CH2:12][CH2:13][N:14]1[C:23]2[C:18](=[N:19][CH:20]=[C:21]([CH2:24][C:25]3[CH:30]=[CH:29][C:28]([F:31])=[CH:27][CH:26]=3)[CH:22]=2)[C:17]([OH:32])=[C:16]([C:33](OCC)=[O:34])[C:15]1=[O:38].[NH2:39][CH2:40][CH2:41][CH2:42][N:43]1[CH2:47][CH2:46][CH2:45][C:44]1=[O:48].OS([O-])(=O)=O.[Na+]. (3) Given the product [CH3:1][C:2]1[C:3]2[NH:18][C:20]([NH2:19])=[N:17][C:4]=2[CH:5]=[C:6]([B:8]2[O:12][C:11]([CH3:14])([CH3:13])[C:10]([CH3:16])([CH3:15])[O:9]2)[CH:7]=1, predict the reactants needed to synthesize it. The reactants are: [CH3:1][C:2]1[CH:7]=[C:6]([B:8]2[O:12][C:11]([CH3:14])([CH3:13])[C:10]([CH3:16])([CH3:15])[O:9]2)[CH:5]=[C:4]([NH2:17])[C:3]=1[NH2:18].[N:19]#[C:20]Br. (4) The reactants are: Br[C:2]1[CH:11]=[CH:10][C:9]2[C:4](=[CH:5][CH:6]=[C:7](Br)[CH:8]=2)[CH:3]=1.[C:13]([Si:15]([CH3:18])([CH3:17])[CH3:16])#[CH:14]. Given the product [CH3:16][Si:15]([C:13]#[C:14][C:2]1[CH:11]=[CH:10][C:9]2[C:4](=[CH:5][CH:6]=[C:7]([C:14]#[C:13][Si:15]([CH3:18])([CH3:17])[CH3:16])[CH:8]=2)[CH:3]=1)([CH3:18])[CH3:17], predict the reactants needed to synthesize it.